The task is: Predict which catalyst facilitates the given reaction.. This data is from Catalyst prediction with 721,799 reactions and 888 catalyst types from USPTO. (1) Reactant: [C:1]([O:5][C:6]([N:8]1[CH2:13][CH2:12][CH:11]([NH:14][CH2:15][CH3:16])[CH2:10][CH2:9]1)=[O:7])([CH3:4])([CH3:3])[CH3:2].C(N(CC)CC)C.[C:24]1([S:30](Cl)(=[O:32])=[O:31])[CH:29]=[CH:28][CH:27]=[CH:26][CH:25]=1. Product: [C:1]([O:5][C:6]([N:8]1[CH2:9][CH2:10][CH:11]([N:14]([CH2:15][CH3:16])[S:30]([C:24]2[CH:29]=[CH:28][CH:27]=[CH:26][CH:25]=2)(=[O:32])=[O:31])[CH2:12][CH2:13]1)=[O:7])([CH3:4])([CH3:3])[CH3:2]. The catalyst class is: 143. (2) Reactant: [CH3:1][N:2]1[CH:6]=[CH:5][N:4]=[C:3]1[CH:7]=O.[F:9][C:10]1[CH:20]=[CH:19][C:18](/[CH:21]=[N:22]/[C:23]2[CH:31]=[CH:30][CH:29]=[C:28]3[C:24]=2[CH2:25][O:26][C:27]3=[O:32])=[CH:17][C:11]=1[C:12]([N:14]([CH3:16])[CH3:15])=[O:13].[O-:33][CH2:34]C.[Na+].[CH2:37](O)C. Product: [CH3:16][N:14]([CH3:15])[C:12]([C:11]1[CH:17]=[C:18]([CH:21]2[CH:7]([C:3]3[N:2]([CH3:1])[CH:6]=[CH:5][N:4]=3)[C:34](=[O:33])[C:24]3[C:28]([C:27]([O:26][CH2:25][CH3:37])=[O:32])=[CH:29][CH:30]=[CH:31][C:23]=3[NH:22]2)[CH:19]=[CH:20][C:10]=1[F:9])=[O:13]. The catalyst class is: 567. (3) Reactant: [H-].[Na+].F[C:4]1[CH:13]=[CH:12][CH:11]=[C:10]2[C:5]=1[C:6]([NH:14][C:15]1[CH:20]=[CH:19][C:18]([O:21][C:22]3[CH:23]=[N:24][C:25]([CH3:28])=[CH:26][CH:27]=3)=[C:17]([CH3:29])[CH:16]=1)=[N:7][CH:8]=[N:9]2.[OH:30][C@@H:31]([CH3:37])[C:32]([N:34]([CH3:36])[CH3:35])=[O:33]. Product: [CH3:35][N:34]([CH3:36])[C:32](=[O:33])[C@@H:31]([O:30][C:4]1[CH:13]=[CH:12][CH:11]=[C:10]2[C:5]=1[C:6]([NH:14][C:15]1[CH:20]=[CH:19][C:18]([O:21][C:22]3[CH:23]=[N:24][C:25]([CH3:28])=[CH:26][CH:27]=3)=[C:17]([CH3:29])[CH:16]=1)=[N:7][CH:8]=[N:9]2)[CH3:37]. The catalyst class is: 1. (4) Reactant: [C:1]([O:7][CH2:8][CH3:9])(=[O:6])[CH2:2][C:3]([OH:5])=O.C([Li])CCC.[CH3:15][N:16]1[CH:20]=[CH:19][C:18](C(Cl)=O)=[N:17]1.C(OCC)(=O)C. Product: [CH3:15][N:16]1[CH:20]=[CH:19][C:18]([C:3](=[O:5])[CH2:2][C:1]([O:7][CH2:8][CH3:9])=[O:6])=[N:17]1. The catalyst class is: 7. (5) The catalyst class is: 1. Reactant: Cl[C:2](Cl)([O:4]C(=O)OC(Cl)(Cl)Cl)Cl.[CH3:13][C:14]1([CH3:28])[C:18]([CH3:20])([CH3:19])[O:17][B:16]([C:21]2[CH:22]=[C:23]([CH:25]=[CH:26][CH:27]=2)[NH2:24])[O:15]1.CCN(CC)CC.[NH:36]1[CH2:41][CH2:40][O:39][CH2:38][CH2:37]1. Product: [CH3:20][C:18]1([CH3:19])[C:14]([CH3:28])([CH3:13])[O:15][B:16]([C:21]2[CH:22]=[C:23]([NH:24][C:2]([N:36]3[CH2:41][CH2:40][O:39][CH2:38][CH2:37]3)=[O:4])[CH:25]=[CH:26][CH:27]=2)[O:17]1. (6) The catalyst class is: 154. Reactant: [Cl:1][C:2]1[CH:28]=[C:27]([Cl:29])[CH:26]=[CH:25][C:3]=1[C:4]([C:6]1[O:7][C:8]2[CH:15]=[C:14]([C:16]3[CH:17]=[C:18]([CH:22]=[CH:23][CH:24]=3)[C:19](O)=[O:20])[CH:13]=[CH:12][C:9]=2[C:10]=1[CH3:11])=[O:5].[CH3:30][O:31][CH2:32][CH2:33][NH2:34].CCN=C=NCCCN(C)C.Cl.C(N(CC)C(C)C)(C)C. Product: [Cl:1][C:2]1[CH:28]=[C:27]([Cl:29])[CH:26]=[CH:25][C:3]=1[C:4]([C:6]1[O:7][C:8]2[CH:15]=[C:14]([C:16]3[CH:17]=[C:18]([CH:22]=[CH:23][CH:24]=3)[C:19]([NH:34][CH2:33][CH2:32][O:31][CH3:30])=[O:20])[CH:13]=[CH:12][C:9]=2[C:10]=1[CH3:11])=[O:5]. (7) Reactant: [CH3:1][O:2][C:3]1[CH:4]=[C:5]2[C:10](=[CH:11][C:12]=1[O:13][CH3:14])[N:9]=[CH:8][CH:7]=[C:6]2[O:15][C:16]1[CH:22]=[CH:21][C:19]([NH2:20])=[C:18]([O:23][CH3:24])[CH:17]=1.C(N(CC)CC)C.ClC(Cl)(O[C:36](=[O:42])OC(Cl)(Cl)Cl)Cl.[F:44][C:45]1[CH:50]=[CH:49][C:48]([C@H:51]([NH2:53])[CH3:52])=[CH:47][CH:46]=1. Product: [CH3:1][O:2][C:3]1[CH:4]=[C:5]2[C:10](=[CH:11][C:12]=1[O:13][CH3:14])[N:9]=[CH:8][CH:7]=[C:6]2[O:15][C:16]1[CH:22]=[CH:21][C:19]([NH:20][C:36]([NH:53][C@@H:51]([C:48]2[CH:49]=[CH:50][C:45]([F:44])=[CH:46][CH:47]=2)[CH3:52])=[O:42])=[C:18]([O:23][CH3:24])[CH:17]=1. The catalyst class is: 22. (8) Reactant: C(OC([N:8]1[CH2:13][CH2:12][N:11]([C:14]2[C:15]3[C:29]([O:30][CH3:31])=[CH:28][N:27]=[CH:26][C:16]=3[N:17]=[C:18]([C:20]3[CH:25]=[CH:24][N:23]=[CH:22][CH:21]=3)[N:19]=2)[CH2:10][CH:9]1[C:32](=[O:40])[NH:33][C:34]1[CH:39]=[CH:38][CH:37]=[CH:36][CH:35]=1)=O)(C)(C)C.C(OC(N1CCN(C2C3C(OC)=CN=CC=3N=C(C3C=CN=CC=3)N=2)CC1C(O)=O)=O)(C)(C)C.ON1C2C=CC=CC=2N=N1.CN1CCOCC1.NC1C=CC=CC=1.Cl.CN(C)CCCN=C=NCC. Product: [C:34]1([NH:33][C:32]([CH:9]2[CH2:10][N:11]([C:14]3[C:15]4[C:29]([O:30][CH3:31])=[CH:28][N:27]=[CH:26][C:16]=4[N:17]=[C:18]([C:20]4[CH:25]=[CH:24][N:23]=[CH:22][CH:21]=4)[N:19]=3)[CH2:12][CH2:13][NH:8]2)=[O:40])[CH:39]=[CH:38][CH:37]=[CH:36][CH:35]=1. The catalyst class is: 9.